From a dataset of Catalyst prediction with 721,799 reactions and 888 catalyst types from USPTO. Predict which catalyst facilitates the given reaction. (1) Reactant: [Br:1][C:2]1[CH:3]=[CH:4][C:5]([F:11])=[C:6]2[C:10]=1[NH:9][CH:8]=[CH:7]2.[F:12][C:13]([F:24])([F:23])[C:14](O[C:14](=[O:15])[C:13]([F:24])([F:23])[F:12])=[O:15]. Product: [Br:1][C:2]1[CH:3]=[CH:4][C:5]([F:11])=[C:6]2[C:10]=1[NH:9][CH:8]=[C:7]2[C:14](=[O:15])[C:13]([F:24])([F:23])[F:12]. The catalyst class is: 18. (2) The catalyst class is: 1. Product: [Cl:1][C:2]1[CH:3]=[C:4]([CH:9]([N:28]2[C:24](=[O:34])[C:25]3[C:26](=[CH:30][CH:31]=[CH:32][CH:33]=3)[C:27]2=[O:29])[C:10]2([F:22])[CH2:14][CH2:13][N:12]([C:15]([O:17][C:18]([CH3:21])([CH3:20])[CH3:19])=[O:16])[CH2:11]2)[CH:5]=[CH:6][C:7]=1[F:8]. Reactant: [Cl:1][C:2]1[CH:3]=[C:4]([CH:9](O)[C:10]2([F:22])[CH2:14][CH2:13][N:12]([C:15]([O:17][C:18]([CH3:21])([CH3:20])[CH3:19])=[O:16])[CH2:11]2)[CH:5]=[CH:6][C:7]=1[F:8].[C:24]1(=[O:34])[NH:28][C:27](=[O:29])[C:26]2=[CH:30][CH:31]=[CH:32][CH:33]=[C:25]12.C1C=CC(P(C2C=CC=CC=2)C2C=CC=CC=2)=CC=1.CCOC(/N=N/C(OCC)=O)=O. (3) Reactant: [I:1][C:2]1[CH:3]=[C:4]2[C:9](=[CH:10][CH:11]=1)[N:8]=[C:7]([CH3:12])[C:6]([S:13]([CH3:16])(=[O:15])=[O:14])=[C:5]2O.CN(C)C1C=CC(C)=CC=1.P(Cl)(Cl)([Cl:30])=O. Product: [Cl:30][C:5]1[C:4]2[C:9](=[CH:10][CH:11]=[C:2]([I:1])[CH:3]=2)[N:8]=[C:7]([CH3:12])[C:6]=1[S:13]([CH3:16])(=[O:15])=[O:14]. The catalyst class is: 11. (4) Reactant: [NH2:1][C:2]1[C:11]([C:12]([C:14]2[CH:19]=[CH:18][C:17]([CH3:20])=[CH:16][CH:15]=2)=O)=[CH:10][C:9]2[CH2:8][CH2:7][CH2:6][CH2:5][C:4]=2[N:3]=1.[C:21](OCC)(=[O:28])[CH2:22][C:23]([O:25][CH2:26][CH3:27])=[O:24].[O-]CC.[Na+]. Product: [OH:28][C:21]1[C:22]([C:23]([O:25][CH2:26][CH3:27])=[O:24])=[C:12]([C:14]2[CH:19]=[CH:18][C:17]([CH3:20])=[CH:16][CH:15]=2)[C:11]2[CH:10]=[C:9]3[CH2:8][CH2:7][CH2:6][CH2:5][C:4]3=[N:3][C:2]=2[N:1]=1. The catalyst class is: 8. (5) Reactant: [CH:1]([C:6]1[C:14]2[C:9](=[CH:10][CH:11]=[CH:12][CH:13]=2)[CH2:8][CH:7]=1)=[CH:2][CH2:3][CH2:4][CH3:5].C([Li])CCC.[Cl:20][B:21](Cl)[N:22]([CH:26]([CH3:28])[CH3:27])[CH:23]([CH3:25])[CH3:24]. Product: [Cl:20][B:21]([N:22]([CH:26]([CH3:28])[CH3:27])[CH:23]([CH3:25])[CH3:24])[CH:8]1[C:9]2[C:14](=[CH:13][CH:12]=[CH:11][CH:10]=2)[C:6]([CH:1]=[CH:2][CH2:3][CH2:4][CH3:5])=[CH:7]1. The catalyst class is: 27.